From a dataset of Forward reaction prediction with 1.9M reactions from USPTO patents (1976-2016). Predict the product of the given reaction. Given the reactants [CH:1]1([N:7]([C:9]2[CH:14]=[CH:13][C:12]([C@@H:15]3[O:20][CH2:19][CH2:18][NH:17][CH2:16]3)=[CH:11][CH:10]=2)[CH3:8])[CH2:6][CH2:5][CH2:4][CH2:3][CH2:2]1.C(N(CC)CC)C.Cl[C:29]1[N:34]([CH3:35])[C:33](=[O:36])[CH:32]=[C:31]([C:37]2[CH:42]=[CH:41][N:40]=[CH:39][CH:38]=2)[N:30]=1.ClC1C=CNC(=O)N=1, predict the reaction product. The product is: [CH:1]1([N:7]([C:9]2[CH:14]=[CH:13][C:12]([C@@H:15]3[O:20][CH2:19][CH2:18][N:17]([C:29]4[N:34]([CH3:35])[C:33](=[O:36])[CH:32]=[C:31]([C:37]5[CH:38]=[CH:39][N:40]=[CH:41][CH:42]=5)[N:30]=4)[CH2:16]3)=[CH:11][CH:10]=2)[CH3:8])[CH2:2][CH2:3][CH2:4][CH2:5][CH2:6]1.